From a dataset of Reaction yield outcomes from USPTO patents with 853,638 reactions. Predict the reaction yield, written as a fraction of the theoretical maximum amount of product (1.0 means a 100% yield; for example, 0.34 means a 34% yield). (1) The yield is 0.430. The catalyst is CN(C)C=O. The reactants are [CH3:1][O:2][C:3]1[CH:4]=[C:5]([O:21][C:22]2[CH:23]=[N:24][C:25]([CH2:28][O:29][CH3:30])=[CH:26][CH:27]=2)[CH:6]=[C:7]2[C:11]=1[NH:10][C:9]([C:12]1[S:13][CH:14]([CH2:17][C:18]([OH:20])=O)[CH2:15][N:16]=1)=[CH:8]2.Cl.C([N:34]=C=NCCCN(C)C)C.O.ON1C2C=CC=CC=2N=N1.[OH-].[NH4+]. The product is [CH3:1][O:2][C:3]1[CH:4]=[C:5]([O:21][C:22]2[CH:23]=[N:24][C:25]([CH2:28][O:29][CH3:30])=[CH:26][CH:27]=2)[CH:6]=[C:7]2[C:11]=1[NH:10][C:9]([C:12]1[S:13][CH:14]([CH2:17][C:18]([NH2:34])=[O:20])[CH2:15][N:16]=1)=[CH:8]2. (2) The catalyst is CC(N(C)C)=O. The reactants are [OH:1][C:2]1[CH:11]=[C:10]2[C:5]([C:6]([O:12][C:13]3[CH:14]=[CH:15][C:16]([NH:19][C:20]([C:22]4[C:23](=[O:35])[N:24]([C:29]5[CH:34]=[CH:33][CH:32]=[CH:31][CH:30]=5)[N:25]([CH3:28])[C:26]=4[CH3:27])=[O:21])=[N:17][CH:18]=3)=[CH:7][CH:8]=[N:9]2)=[CH:4][CH:3]=1.CS(O[CH2:41][CH2:42][CH2:43][N:44]1[CH2:50][CH:49]([OH:51])[C:46]2([CH2:48][CH2:47]2)[CH2:45]1)(=O)=O.C([O-])([O-])=O.[Cs+].[Cs+]. The product is [OH:51][CH:49]1[C:46]2([CH2:48][CH2:47]2)[CH2:45][N:44]([CH2:43][CH2:42][CH2:41][O:1][C:2]2[CH:11]=[C:10]3[C:5]([C:6]([O:12][C:13]4[CH:14]=[CH:15][C:16]([NH:19][C:20]([C:22]5[C:23](=[O:35])[N:24]([C:29]6[CH:30]=[CH:31][CH:32]=[CH:33][CH:34]=6)[N:25]([CH3:28])[C:26]=5[CH3:27])=[O:21])=[N:17][CH:18]=4)=[CH:7][CH:8]=[N:9]3)=[CH:4][CH:3]=2)[CH2:50]1. The yield is 0.650. (3) The reactants are Br[CH2:2][C:3]([N:5]1[C:13]2[C:8](=[CH:9][C:10]([O:17][CH3:18])=[C:11]([N+:14]([O-])=O)[CH:12]=2)[CH2:7][CH2:6]1)=[O:4].C([O-])([O-])=O.[K+].[K+].[NH:25]1[CH2:30][CH2:29][CH2:28][CH:27]([OH:31])[CH2:26]1. The catalyst is ClCCl.O. The product is [NH2:14][C:11]1[CH:12]=[C:13]2[C:8]([CH2:7][CH2:6][N:5]2[C:3](=[O:4])[CH2:2][N:25]2[CH2:30][CH2:29][CH2:28][CH:27]([OH:31])[CH2:26]2)=[CH:9][C:10]=1[O:17][CH3:18]. The yield is 0.920. (4) The reactants are [NH2:1][C:2]1[C:7]([CH3:8])=[C:6]([O:9][CH3:10])[CH:5]=[CH:4][C:3]=1[C:11]([CH3:13])=[O:12].[CH:14]([C:17]1[N:18]=[C:19]([C:22](Cl)=[O:23])[S:20][CH:21]=1)([CH3:16])[CH3:15]. The catalyst is O1CCOCC1. The product is [CH:14]([C:17]1[N:18]=[C:19]([C:22]([NH:1][C:2]2[C:7]([CH3:8])=[C:6]([O:9][CH3:10])[CH:5]=[CH:4][C:3]=2[C:11](=[O:12])[CH3:13])=[O:23])[S:20][CH:21]=1)([CH3:16])[CH3:15]. The yield is 0.900. (5) The reactants are C([OH:3])C.[Br:4][C:5]1[CH:6]=[C:7]([N+:13]([O-])=O)[C:8]([C:11]#[N:12])=[N:9][CH:10]=1.C(OCC)(=O)C. The catalyst is [Ni].CCCCCC. The product is [NH2:13][C:7]1[C:8]([C:11]([NH2:12])=[O:3])=[N:9][CH:10]=[C:5]([Br:4])[CH:6]=1. The yield is 0.230. (6) The yield is 0.990. The catalyst is CO. The reactants are [CH3:1][O:2][C:3](=[O:27])[C@@H:4]([NH:10][C:11]([C:13]1[CH:18]=[CH:17][C:16]([C:19]2[CH:24]=[CH:23][C:22]([CH2:25][CH3:26])=[CH:21][CH:20]=2)=[CH:15][CH:14]=1)=[O:12])[C@H:5]([N:7]=[N+]=[N-])[CH3:6]. The product is [CH3:1][O:2][C:3](=[O:27])[C@@H:4]([NH:10][C:11]([C:13]1[CH:18]=[CH:17][C:16]([C:19]2[CH:24]=[CH:23][C:22]([CH2:25][CH3:26])=[CH:21][CH:20]=2)=[CH:15][CH:14]=1)=[O:12])[C@H:5]([NH2:7])[CH3:6].